From a dataset of Full USPTO retrosynthesis dataset with 1.9M reactions from patents (1976-2016). Predict the reactants needed to synthesize the given product. (1) The reactants are: [CH2:1]([O:3][C:4](=[O:19])[CH:5]([O:16][CH2:17][CH3:18])[CH2:6][C:7]1[CH:12]=[C:11]([CH3:13])[C:10]([OH:14])=[C:9]([CH3:15])[CH:8]=1)[CH3:2].[CH:20]([C:23]1[CH:28]=[CH:27][C:26]([C:29]2[S:30][C:31]([CH3:37])=[C:32]([CH2:34][CH2:35]O)[N:33]=2)=[CH:25][CH:24]=1)([CH3:22])[CH3:21].COC(=O)CC(=O)C(Br)C.C(C1C=CC(C(N)=S)=CC=1)(C)C.C1(P(C2C=CC=CC=2)C2C=CC=CC=2)C=CC=CC=1.N(C(OCC)=O)=NC(OCC)=O. Given the product [CH2:1]([O:3][C:4](=[O:19])[CH:5]([O:16][CH2:17][CH3:18])[CH2:6][C:7]1[CH:8]=[C:9]([CH3:15])[C:10]([O:14][CH2:35][CH2:34][C:32]2[N:33]=[C:29]([C:26]3[CH:25]=[CH:24][C:23]([CH:20]([CH3:21])[CH3:22])=[CH:28][CH:27]=3)[S:30][C:31]=2[CH3:37])=[C:11]([CH3:13])[CH:12]=1)[CH3:2], predict the reactants needed to synthesize it. (2) Given the product [Cl:1][C:2]1[CH:3]=[CH:4][C:5]([C:28]#[N:29])=[C:6]([C:8]2[C:13]([O:14][CH3:15])=[CH:12][N:11]([CH:16]([CH2:22][CH:23]3[CH2:26][CH2:25][CH2:24]3)[C:17]([OH:19])=[O:18])[C:10](=[O:27])[CH:9]=2)[CH:7]=1, predict the reactants needed to synthesize it. The reactants are: [Cl:1][C:2]1[CH:3]=[CH:4][C:5]([C:28]#[N:29])=[C:6]([C:8]2[C:13]([O:14][CH3:15])=[CH:12][N:11]([CH:16]([CH2:22][CH:23]3[CH2:26][CH2:25][CH2:24]3)[C:17]([O:19]CC)=[O:18])[C:10](=[O:27])[CH:9]=2)[CH:7]=1.[OH-].[Li+]. (3) Given the product [Cl:14][C:8]1[CH:7]=[CH:6][C:5]([CH2:4][CH2:1][OH:2])=[CH:13][C:9]=1[CH:10]=[O:11], predict the reactants needed to synthesize it. The reactants are: [C:1]([CH2:4][C:5]1[CH:6]=[CH:7][C:8]([Cl:14])=[C:9]([CH:13]=1)[C:10](O)=[O:11])(O)=[O:2]. (4) Given the product [N:1]1[CH:2]=[CH:3][C:4]([C:7]2[N:8]=[C:9]([NH:12][C:13]3[CH:14]=[C:15]([CH:20]=[CH:21][CH:22]=3)[C:16]([OH:18])=[O:17])[S:10][CH:11]=2)=[CH:5][CH:6]=1, predict the reactants needed to synthesize it. The reactants are: [N:1]1[CH:6]=[CH:5][C:4]([C:7]2[N:8]=[C:9]([NH:12][C:13]3[CH:14]=[C:15]([CH:20]=[CH:21][CH:22]=3)[C:16]([O:18]C)=[O:17])[S:10][CH:11]=2)=[CH:3][CH:2]=1.[OH-].[Na+]. (5) The reactants are: [CH3:1][O:2][C:3](=[O:30])[C@@H:4]([C:6]1[CH:7]=[C:8]([C:16]2[CH:21]=[CH:20][C:19]([C:22]([F:25])([F:24])[F:23])=[CH:18][C:17]=2[CH2:26][NH:27][CH2:28][CH3:29])[CH:9]=[C:10]([C:12]([F:15])([F:14])[F:13])[CH:11]=1)[CH3:5].C(N(CC)CC)C.[CH2:38]([N:45]=[C:46]=[O:47])[C:39]1[CH:44]=[CH:43][CH:42]=[CH:41][CH:40]=1.O. Given the product [CH3:1][O:2][C:3](=[O:30])[C@@H:4]([C:6]1[CH:7]=[C:8]([C:16]2[CH:21]=[CH:20][C:19]([C:22]([F:23])([F:24])[F:25])=[CH:18][C:17]=2[CH2:26][N:27]([CH2:28][CH3:29])[C:46]([NH:45][CH2:38][C:39]2[CH:44]=[CH:43][CH:42]=[CH:41][CH:40]=2)=[O:47])[CH:9]=[C:10]([C:12]([F:14])([F:15])[F:13])[CH:11]=1)[CH3:5], predict the reactants needed to synthesize it. (6) Given the product [Br-:46].[C:1]([O:16][CH2:17][CH2:18][CH2:19][N:20]([CH2:21][CH2:22][CH2:23][O:24][C:25](=[O:39])[CH2:26][CH2:27][CH2:28][CH2:29][CH2:30][CH2:31][CH2:32][CH2:33][CH2:34][CH2:35][CH2:36][CH2:37][CH3:38])[C:40](=[O:45])[CH2:41][N+:42]([CH2:47][CH2:48][OH:49])([CH3:43])[CH3:44])(=[O:15])[CH2:2][CH2:3][CH2:4][CH2:5][CH2:6][CH2:7][CH2:8][CH2:9][CH2:10][CH2:11][CH2:12][CH2:13][CH3:14], predict the reactants needed to synthesize it. The reactants are: [C:1]([O:16][CH2:17][CH2:18][CH2:19][N:20]([C:40](=[O:45])[CH2:41][N:42]([CH3:44])[CH3:43])[CH2:21][CH2:22][CH2:23][O:24][C:25](=[O:39])[CH2:26][CH2:27][CH2:28][CH2:29][CH2:30][CH2:31][CH2:32][CH2:33][CH2:34][CH2:35][CH2:36][CH2:37][CH3:38])(=[O:15])[CH2:2][CH2:3][CH2:4][CH2:5][CH2:6][CH2:7][CH2:8][CH2:9][CH2:10][CH2:11][CH2:12][CH2:13][CH3:14].[Br:46][CH2:47][CH2:48][OH:49]. (7) Given the product [Cl:1][C:2]1[CH:10]=[CH:9][CH:8]=[C:7]2[C:3]=1[C:4]1([CH2:15][O:14][C:13]3[CH:16]=[C:17]4[C:21](=[CH:22][C:12]1=3)[CH2:20][CH2:19][O:18]4)[C:5](=[O:11])[N:6]2[CH2:34][C@H:35]1[CH2:39][CH2:38][CH2:37][O:36]1, predict the reactants needed to synthesize it. The reactants are: [Cl:1][C:2]1[CH:10]=[CH:9][CH:8]=[C:7]2[C:3]=1[C:4]1([CH2:15][O:14][C:13]3[CH:16]=[C:17]4[C:21](=[CH:22][C:12]1=3)[CH2:20][CH2:19][O:18]4)[C:5](=[O:11])[NH:6]2.CC1C=CC(S(O[CH2:34][C@H:35]2[CH2:39][CH2:38][CH2:37][O:36]2)(=O)=O)=CC=1.BrCC1CCCCO1. (8) Given the product [C:8]([C:6]1[CH:5]=[CH:4][C:3]2[NH:12][C:13]([CH2:14][CH2:15][CH:16]3[CH2:19][CH:18]([N:20]([CH2:25][C@@H:26]4[C@H:33]5[O:32][C:31]([CH3:34])([CH3:35])[O:30][C@H:29]5[C@H:28]([N:36]5[C:40]6[N:41]=[CH:42][N:43]=[C:44]([NH:45][CH2:46][C:47]7[CH:52]=[CH:51][C:50]([O:53][CH3:54])=[CH:49][C:48]=7[O:55][CH3:56])[C:39]=6[CH:38]=[CH:37]5)[CH2:27]4)[CH2:21][CH:22]([CH3:24])[CH3:23])[CH2:17]3)=[N:1][C:2]=2[CH:7]=1)([CH3:9])([CH3:11])[CH3:10], predict the reactants needed to synthesize it. The reactants are: [NH2:1][C:2]1[CH:7]=[C:6]([C:8]([CH3:11])([CH3:10])[CH3:9])[CH:5]=[CH:4][C:3]=1[NH:12][C:13](=O)[CH2:14][CH2:15][CH:16]1[CH2:19][CH:18]([N:20]([CH2:25][C@@H:26]2[C@@H:33]3[C@@H:29]([O:30][C:31]([CH3:35])([CH3:34])[O:32]3)[C@H:28]([N:36]3[C:40]4[N:41]=[CH:42][N:43]=[C:44]([NH:45][CH2:46][C:47]5[CH:52]=[CH:51][C:50]([O:53][CH3:54])=[CH:49][C:48]=5[O:55][CH3:56])[C:39]=4[CH:38]=[CH:37]3)[CH2:27]2)[CH2:21][CH:22]([CH3:24])[CH3:23])[CH2:17]1. (9) Given the product [C:4]([O:3][C:1](=[O:2])[NH:8][C@H:9]([C:10]1[N:34]([C:35]2[CH:40]=[CH:39][CH:38]=[CH:37][N:36]=2)[C:29]2[CH:28]=[C:27]([F:26])[CH:32]=[CH:31][C:30]=2[N:33]=1)[CH3:11])([CH3:7])([CH3:6])[CH3:5], predict the reactants needed to synthesize it. The reactants are: [C:1]([NH:8][C@H:9]([C:11](N)=O)[CH3:10])([O:3][C:4]([CH3:7])([CH3:6])[CH3:5])=[O:2].F[B-](F)(F)F.C([O+](CC)CC)C.[F:26][C:27]1[CH:28]=[C:29]([NH:34][C:35]2[CH:40]=[CH:39][CH:38]=[CH:37][N:36]=2)[C:30]([NH2:33])=[CH:31][CH:32]=1. (10) Given the product [ClH:30].[ClH:30].[OH:45][C:38]1[C:39]2[NH:40][C:41](=[O:44])[S:42][C:43]=2[C:35]([CH:33]([OH:34])[CH2:32][NH:31][CH2:16][CH2:15][C:11]2[CH:12]=[CH:13][CH:14]=[C:9]([CH2:8][NH:7][CH2:18][C:19]3[CH:20]=[CH:21][CH:22]=[C:23]([OH:52])[CH:24]=3)[CH:10]=2)=[CH:36][CH:37]=1, predict the reactants needed to synthesize it. The reactants are: C(OC(=O)[N:7]([CH2:18][C:19]1[CH:24]=[CH:23][CH:22]=[CH:21][C:20]=1OCOC)[CH2:8][C:9]1[CH:14]=[CH:13][CH:12]=[C:11]([CH2:15][CH:16]=O)[CH:10]=1)(C)(C)C.[ClH:30].[NH2:31][CH2:32][CH:33]([C:35]1[C:43]2[S:42][C:41](=[O:44])[NH:40][C:39]=2[C:38]([OH:45])=[CH:37][CH:36]=1)[OH:34].C([BH3-])#N.[Na+].N.C[OH:52].